Dataset: Forward reaction prediction with 1.9M reactions from USPTO patents (1976-2016). Task: Predict the product of the given reaction. Given the reactants C(N)(=O)C.[C:5]([NH:8][CH2:9][CH2:10][CH2:11][C@:12]([C@@H:29]1[CH2:34][CH2:33][CH2:32][N:31]([C:35]([C:37]2[CH:52]=[CH:51][C:40]([CH2:41][N:42](C)[C:43](=O)OC(C)(C)C)=[CH:39][CH:38]=2)=[O:36])[CH2:30]1)([C:14]1[CH:19]=[CH:18][CH:17]=[C:16]([Cl:20])[C:15]=1[C:21]1[CH:26]=[CH:25][CH:24]=[C:23]([CH2:27][CH3:28])[CH:22]=1)[OH:13])(=[O:7])[CH3:6].Cl, predict the reaction product. The product is: [Cl:20][C:16]1[C:15]([C:21]2[CH:26]=[CH:25][CH:24]=[C:23]([CH2:27][CH3:28])[CH:22]=2)=[C:14]([C@@:12]([OH:13])([C@@H:29]2[CH2:34][CH2:33][CH2:32][N:31]([C:35]([C:37]3[CH:52]=[CH:51][C:40]([CH2:41][NH:42][CH3:43])=[CH:39][CH:38]=3)=[O:36])[CH2:30]2)[CH2:11][CH2:10][CH2:9][NH:8][C:5](=[O:7])[CH3:6])[CH:19]=[CH:18][CH:17]=1.